Dataset: Forward reaction prediction with 1.9M reactions from USPTO patents (1976-2016). Task: Predict the product of the given reaction. (1) Given the reactants [C:1]([O:5][C:6](=[O:22])[NH:7][CH:8]([C:12](=[NH:21])[NH:13][CH2:14][C:15]1[CH:20]=[CH:19][CH:18]=[CH:17][CH:16]=1)[CH:9]([CH3:11])[CH3:10])([CH3:4])([CH3:3])[CH3:2].C([O:25][CH:26]=[C:27]([C:33](OCC)=O)[C:28]([O:30][CH2:31][CH3:32])=[O:29])C, predict the reaction product. The product is: [CH2:31]([O:30][C:28]([C:27]1[C:26](=[O:25])[N:13]([CH2:14][C:15]2[CH:16]=[CH:17][CH:18]=[CH:19][CH:20]=2)[C:12]([CH:8]([NH:7][C:6]([O:5][C:1]([CH3:3])([CH3:4])[CH3:2])=[O:22])[CH:9]([CH3:11])[CH3:10])=[N:21][CH:33]=1)=[O:29])[CH3:32]. (2) Given the reactants [Cl:1][C:2]1[CH:3]=[C:4]([CH:19]=[CH:20][C:21]=1[C:22]([OH:24])=O)[C:5]([NH:7][CH2:8][C:9]1[NH:13][C:12]2[CH:14]=[CH:15][C:16]([Cl:18])=[CH:17][C:11]=2[N:10]=1)=[O:6].[NH:25]1[CH2:29][CH2:28][CH2:27][CH2:26]1.CN(C(ON1N=NC2C=CC=CC1=2)=[N+](C)C)C.[B-](F)(F)(F)F.C(N(CC)CC)C, predict the reaction product. The product is: [Cl:1][C:2]1[CH:3]=[C:4]([CH:19]=[CH:20][C:21]=1[C:22]([N:25]1[CH2:29][CH2:28][CH2:27][CH2:26]1)=[O:24])[C:5]([NH:7][CH2:8][C:9]1[NH:13][C:12]2[CH:14]=[CH:15][C:16]([Cl:18])=[CH:17][C:11]=2[N:10]=1)=[O:6]. (3) Given the reactants [Cl:1][C:2]1[CH:7]=[CH:6][C:5]([C:8]2[N:12](CC3C=CC(CCC(O)=O)=CC=3)[C:11]3[CH:25]=[C:26]([F:30])[C:27]([F:29])=[CH:28][C:10]=3[N:9]=2)=[C:4]([O:31][CH2:32]C2CCCC2)[CH:3]=1.ClC1C=CC(C2N(CC3C=C(C=CC=3)C(O)=O)C3C=C(F)C(F)=CC=3N=2)=C(OCC2CCCC2)C=1.[CH3:73][O:74][C:75](=[O:84])[C:76]1[CH:81]=[CH:80][C:79]([CH2:82]Br)=[CH:78][CH:77]=1, predict the reaction product. The product is: [CH3:73][O:74][C:75](=[O:84])[C:76]1[CH:81]=[CH:80][C:79]([CH2:82][N:12]2[C:11]3[CH:25]=[C:26]([F:30])[C:27]([F:29])=[CH:28][C:10]=3[N:9]=[C:8]2[C:5]2[CH:6]=[CH:7][C:2]([Cl:1])=[CH:3][C:4]=2[O:31][CH3:32])=[CH:78][CH:77]=1. (4) Given the reactants [CH:1]1([CH2:4][N:5]2[C:10](=[O:11])[C:9]([CH2:12][O:13][S:14]([CH3:17])(=[O:16])=[O:15])=[CH:8][C:7]([C:18]3[CH:19]=[CH:20][C:21]4[O:25][CH2:24][CH2:23][C:22]=4[CH:26]=3)=[N:6]2)[CH2:3][CH2:2]1.[Cl:27][C:28]1C=CC(CN2C(=O)C(CO)=CC(C3C=CC4OCCC=4C=3)=N2)=[CH:30][CH:29]=1, predict the reaction product. The product is: [Cl:27][C:28]1[CH:3]=[CH:2][C:1]([CH2:4][N:5]2[C:10](=[O:11])[C:9]([CH2:12][O:13][S:14]([CH3:17])(=[O:16])=[O:15])=[CH:8][C:7]([C:18]3[CH:19]=[CH:20][C:21]4[O:25][CH2:24][CH2:23][C:22]=4[CH:26]=3)=[N:6]2)=[CH:30][CH:29]=1. (5) Given the reactants [CH2:1]([O:8][C:9]([N:11]1[C@H:20]([C:21](O)=[O:22])[CH2:19][C:18]2[C:13](=[CH:14][CH:15]=[CH:16][CH:17]=2)[CH2:12]1)=[O:10])[C:2]1[CH:7]=[CH:6][CH:5]=[CH:4][CH:3]=1.ClC(N(C)C)=C(C)C.[Cl:32][C:33]1[CH:38]=[CH:37][CH:36]=[CH:35][C:34]=1[C@H:39]([NH:41][CH2:42][C:43]1[CH:52]=[CH:51][C:46]([C:47]([O:49][CH3:50])=[O:48])=[CH:45][CH:44]=1)[CH3:40].CCN(C(C)C)C(C)C, predict the reaction product. The product is: [Cl:32][C:33]1[CH:38]=[CH:37][CH:36]=[CH:35][C:34]=1[C@H:39]([N:41]([CH2:42][C:43]1[CH:44]=[CH:45][C:46]([C:47]([O:49][CH3:50])=[O:48])=[CH:51][CH:52]=1)[C:21]([C@@H:20]1[CH2:19][C:18]2[C:13](=[CH:14][CH:15]=[CH:16][CH:17]=2)[CH2:12][N:11]1[C:9]([O:8][CH2:1][C:2]1[CH:7]=[CH:6][CH:5]=[CH:4][CH:3]=1)=[O:10])=[O:22])[CH3:40]. (6) Given the reactants [N+:1]([C:4]1[N:5]=[CH:6][NH:7][CH:8]=1)([O-:3])=[O:2].[CH3:9][O:10][C:11](=[O:15])[CH:12]=[CH:13][CH3:14], predict the reaction product. The product is: [CH3:9][O:10][C:11](=[O:15])[CH2:12][CH:13]([N:7]1[CH:8]=[C:4]([N+:1]([O-:3])=[O:2])[N:5]=[CH:6]1)[CH3:14]. (7) The product is: [Cl:1][C:2]1[C:11](/[C:12](=[N:30]/[S@@:28]([C:25]([CH3:27])([CH3:26])[CH3:24])=[O:29])/[CH3:13])=[CH:10][C:9]2[C:4](=[CH:5][C:6]([O:16][CH2:17][C:18]3[CH:23]=[CH:22][CH:21]=[CH:20][N:19]=3)=[C:7]([Cl:15])[CH:8]=2)[N:3]=1. Given the reactants [Cl:1][C:2]1[C:11]([C:12](=O)[CH3:13])=[CH:10][C:9]2[C:4](=[CH:5][C:6]([O:16][CH2:17][C:18]3[CH:23]=[CH:22][CH:21]=[CH:20][N:19]=3)=[C:7]([Cl:15])[CH:8]=2)[N:3]=1.[CH3:24][C:25]([S@:28]([NH2:30])=[O:29])([CH3:27])[CH3:26].C1(C)C=CC=CC=1, predict the reaction product. (8) The product is: [Br:1][C:2]1[CH:29]=[CH:28][C:5]([CH2:6][O:7][C:8]2[CH:27]=[CH:26][CH:25]=[CH:24][C:9]=2[CH2:10][CH2:11][N:12]([CH2:13][C:14]2[CH:23]=[CH:22][C:17]([C:18]([O:20][CH3:21])=[O:19])=[CH:16][CH:15]=2)[CH2:31][CH2:32][CH2:33][CH2:34][C:35]([O:37][CH2:38][CH3:39])=[O:36])=[CH:4][CH:3]=1. Given the reactants [Br:1][C:2]1[CH:29]=[CH:28][C:5]([CH2:6][O:7][C:8]2[CH:27]=[CH:26][CH:25]=[CH:24][C:9]=2[CH2:10][CH2:11][NH:12][CH2:13][C:14]2[CH:23]=[CH:22][C:17]([C:18]([O:20][CH3:21])=[O:19])=[CH:16][CH:15]=2)=[CH:4][CH:3]=1.Br[CH2:31][CH2:32][CH2:33][CH2:34][C:35]([O:37][CH2:38][CH3:39])=[O:36].C(=O)(O)[O-].[Na+].O, predict the reaction product. (9) The product is: [Cl:17][C:11]1[CH:10]=[C:9]([C:6]2[CH:7]=[CH:8][N:4]([CH2:3][C@@H:2]([NH:1][C:27]([C:25]3[N:26]=[C:20]4[N:21]([CH:24]=3)[CH:22]=[CH:23][S:19]4)=[O:28])[CH3:18])[N:5]=2)[CH:16]=[CH:15][C:12]=1[C:13]#[N:14]. Given the reactants [NH2:1][C@@H:2]([CH3:18])[CH2:3][N:4]1[CH:8]=[CH:7][C:6]([C:9]2[CH:16]=[CH:15][C:12]([C:13]#[N:14])=[C:11]([Cl:17])[CH:10]=2)=[N:5]1.[S:19]1[CH:23]=[CH:22][N:21]2[CH:24]=[C:25]([C:27](O)=[O:28])[N:26]=[C:20]12.C1C=CC2N(O)N=NC=2C=1.CCN(C(C)C)C(C)C.CCN=C=NCCCN(C)C, predict the reaction product. (10) Given the reactants [CH3:1][O:2][C:3]1[CH:4]=[CH:5][C:6]([N+:22]([O-])=O)=[C:7]([CH:21]=1)[NH:8][CH2:9][C:10]1[CH:20]=[CH:19][C:13]2[N:14]=[C:15]([S:17][CH3:18])[O:16][C:12]=2[CH:11]=1.CC(O)=O.CO, predict the reaction product. The product is: [CH3:1][O:2][C:3]1[CH:21]=[C:7]([NH:8][CH2:9][C:10]2[CH:20]=[CH:19][C:13]3[N:14]=[C:15]([S:17][CH3:18])[O:16][C:12]=3[CH:11]=2)[C:6]([NH2:22])=[CH:5][CH:4]=1.